This data is from NCI-60 drug combinations with 297,098 pairs across 59 cell lines. The task is: Regression. Given two drug SMILES strings and cell line genomic features, predict the synergy score measuring deviation from expected non-interaction effect. (1) Drug 1: CN(C)N=NC1=C(NC=N1)C(=O)N. Drug 2: CCC(=C(C1=CC=CC=C1)C2=CC=C(C=C2)OCCN(C)C)C3=CC=CC=C3.C(C(=O)O)C(CC(=O)O)(C(=O)O)O. Cell line: K-562. Synergy scores: CSS=17.8, Synergy_ZIP=0.590, Synergy_Bliss=8.28, Synergy_Loewe=5.06, Synergy_HSA=6.08. (2) Drug 1: C1=CC(=CC=C1CCCC(=O)O)N(CCCl)CCCl. Drug 2: CC1=C(N=C(N=C1N)C(CC(=O)N)NCC(C(=O)N)N)C(=O)NC(C(C2=CN=CN2)OC3C(C(C(C(O3)CO)O)O)OC4C(C(C(C(O4)CO)O)OC(=O)N)O)C(=O)NC(C)C(C(C)C(=O)NC(C(C)O)C(=O)NCCC5=NC(=CS5)C6=NC(=CS6)C(=O)NCCC[S+](C)C)O. Cell line: NCI-H522. Synergy scores: CSS=21.0, Synergy_ZIP=-6.56, Synergy_Bliss=-0.973, Synergy_Loewe=1.02, Synergy_HSA=1.61. (3) Drug 1: COC1=NC(=NC2=C1N=CN2C3C(C(C(O3)CO)O)O)N. Drug 2: CC12CCC3C(C1CCC2O)C(CC4=C3C=CC(=C4)O)CCCCCCCCCS(=O)CCCC(C(F)(F)F)(F)F. Cell line: SNB-75. Synergy scores: CSS=24.6, Synergy_ZIP=-10.1, Synergy_Bliss=1.06, Synergy_Loewe=-4.81, Synergy_HSA=1.10. (4) Drug 1: C1CCC(C1)C(CC#N)N2C=C(C=N2)C3=C4C=CNC4=NC=N3. Drug 2: COC1=C2C(=CC3=C1OC=C3)C=CC(=O)O2. Cell line: SK-MEL-5. Synergy scores: CSS=-12.3, Synergy_ZIP=8.66, Synergy_Bliss=-0.979, Synergy_Loewe=-17.2, Synergy_HSA=-18.8. (5) Drug 1: CC12CCC(CC1=CCC3C2CCC4(C3CC=C4C5=CN=CC=C5)C)O. Drug 2: CS(=O)(=O)CCNCC1=CC=C(O1)C2=CC3=C(C=C2)N=CN=C3NC4=CC(=C(C=C4)OCC5=CC(=CC=C5)F)Cl. Cell line: SK-MEL-28. Synergy scores: CSS=-0.606, Synergy_ZIP=0.444, Synergy_Bliss=3.13, Synergy_Loewe=-1.73, Synergy_HSA=-0.534. (6) Drug 1: C1=CN(C(=O)N=C1N)C2C(C(C(O2)CO)O)O.Cl. Drug 2: CC1CCC2CC(C(=CC=CC=CC(CC(C(=O)C(C(C(=CC(C(=O)CC(OC(=O)C3CCCCN3C(=O)C(=O)C1(O2)O)C(C)CC4CCC(C(C4)OC)O)C)C)O)OC)C)C)C)OC. Cell line: SW-620. Synergy scores: CSS=20.8, Synergy_ZIP=-0.483, Synergy_Bliss=0.761, Synergy_Loewe=-3.50, Synergy_HSA=0.835.